Dataset: Forward reaction prediction with 1.9M reactions from USPTO patents (1976-2016). Task: Predict the product of the given reaction. (1) Given the reactants [Br:1][C:2]1[CH:3]=[CH:4][C:5]([F:11])=[C:6]([C:8](=[S:10])[NH2:9])[CH:7]=1.Br[CH2:13][C:14](=O)[C:15]([O:17][CH2:18][CH3:19])=[O:16], predict the reaction product. The product is: [Br:1][C:2]1[CH:3]=[CH:4][C:5]([F:11])=[C:6]([C:8]2[S:10][CH:13]=[C:14]([C:15]([O:17][CH2:18][CH3:19])=[O:16])[N:9]=2)[CH:7]=1. (2) Given the reactants [Cl:1][C:2]1[CH:6]=[CH:5][S:4][C:3]=1[C:7]1[O:11][N:10]=[C:9]([C:12]2[CH:17]=[CH:16][C:15]([OH:18])=[CH:14][CH:13]=2)[N:8]=1.Br[CH2:20][C:21]([O:23][CH3:24])=[O:22], predict the reaction product. The product is: [CH3:24][O:23][C:21](=[O:22])[CH2:20][O:18][C:15]1[CH:14]=[CH:13][C:12]([C:9]2[N:8]=[C:7]([C:3]3[S:4][CH:5]=[CH:6][C:2]=3[Cl:1])[O:11][N:10]=2)=[CH:17][CH:16]=1. (3) Given the reactants [F-].[CH2:15]([N+]([CH2:15][CH2:16][CH2:17][CH3:18])([CH2:15][CH2:16][CH2:17][CH3:18])[CH2:15][CH2:16][CH2:17][CH3:18])[CH2:16][CH2:17][CH3:18].[N+:19]([CH:22]([CH3:24])[CH3:23])([O-:21])=[O:20].C(N(CC)CC)C.[C:32]([Si](C)(C)Cl)(C)([CH3:34])[CH3:33].[O:40]1[CH2:44][CH2:43][CH2:42][CH2:41]1, predict the reaction product. The product is: [CH3:23][C:22]([N+:19]([O-:21])=[O:20])([CH3:24])[CH:44]([C:43]1[CH:18]=[CH:17][C:16]2[C:41](=[CH:33][CH:32]=[CH:34][CH:15]=2)[CH:42]=1)[OH:40]. (4) Given the reactants Cl[CH2:2][C:3]1[CH:8]=[C:7]([C:9]2[CH:14]=[CH:13][N:12]=[C:11]([NH:15][C:16]3[CH:21]=[CH:20][CH:19]=[C:18]([Cl:22])[CH:17]=3)[N:10]=2)[CH:6]=[CH:5][N:4]=1.[NH:23]1[CH2:28][CH2:27][CH2:26][CH2:25][CH2:24]1.C(=O)([O-])[O-].[K+].[K+].O, predict the reaction product. The product is: [Cl:22][C:18]1[CH:17]=[C:16]([NH:15][C:11]2[N:10]=[C:9]([C:7]3[CH:6]=[CH:5][N:4]=[C:3]([CH2:2][N:23]4[CH2:28][CH2:27][CH2:26][CH2:25][CH2:24]4)[CH:8]=3)[CH:14]=[CH:13][N:12]=2)[CH:21]=[CH:20][CH:19]=1. (5) Given the reactants [Cl:1][C:2]1[CH:10]=[CH:9]C(C(Cl)=O)=[CH:4][N:3]=1.[F:11][C:12]1[CH:17]=[CH:16][CH:15]=[C:14]([NH:18][CH:19]([CH3:21])C)[C:13]=1[NH2:22].[CH2:23]1[CH2:27]OC[CH2:24]1, predict the reaction product. The product is: [Cl:1][C:2]1[N:3]=[CH:4][C:21]([C:19]2[N:22]([CH2:24][CH2:23][CH3:27])[C:13]3[C:12]([F:11])=[CH:17][CH:16]=[CH:15][C:14]=3[N:18]=2)=[CH:9][CH:10]=1.